Dataset: NCI-60 drug combinations with 297,098 pairs across 59 cell lines. Task: Regression. Given two drug SMILES strings and cell line genomic features, predict the synergy score measuring deviation from expected non-interaction effect. (1) Drug 1: CC12CCC(CC1=CCC3C2CCC4(C3CC=C4C5=CN=CC=C5)C)O. Drug 2: N.N.Cl[Pt+2]Cl. Cell line: 786-0. Synergy scores: CSS=3.02, Synergy_ZIP=-1.85, Synergy_Bliss=2.33, Synergy_Loewe=-4.17, Synergy_HSA=1.70. (2) Drug 1: CN(C)C1=NC(=NC(=N1)N(C)C)N(C)C. Drug 2: CC1CCC2CC(C(=CC=CC=CC(CC(C(=O)C(C(C(=CC(C(=O)CC(OC(=O)C3CCCCN3C(=O)C(=O)C1(O2)O)C(C)CC4CCC(C(C4)OC)O)C)C)O)OC)C)C)C)OC. Cell line: 786-0. Synergy scores: CSS=23.4, Synergy_ZIP=1.72, Synergy_Bliss=1.38, Synergy_Loewe=-15.0, Synergy_HSA=-0.685. (3) Drug 1: CCC1=CC2CC(C3=C(CN(C2)C1)C4=CC=CC=C4N3)(C5=C(C=C6C(=C5)C78CCN9C7C(C=CC9)(C(C(C8N6C)(C(=O)OC)O)OC(=O)C)CC)OC)C(=O)OC.C(C(C(=O)O)O)(C(=O)O)O. Drug 2: CC1=C(C(=CC=C1)Cl)NC(=O)C2=CN=C(S2)NC3=CC(=NC(=N3)C)N4CCN(CC4)CCO. Cell line: ACHN. Synergy scores: CSS=42.1, Synergy_ZIP=-3.09, Synergy_Bliss=1.96, Synergy_Loewe=0.599, Synergy_HSA=4.92. (4) Drug 2: CCCCC(=O)OCC(=O)C1(CC(C2=C(C1)C(=C3C(=C2O)C(=O)C4=C(C3=O)C=CC=C4OC)O)OC5CC(C(C(O5)C)O)NC(=O)C(F)(F)F)O. Drug 1: CC1=CC2C(CCC3(C2CCC3(C(=O)C)OC(=O)C)C)C4(C1=CC(=O)CC4)C. Cell line: SK-MEL-5. Synergy scores: CSS=-4.60, Synergy_ZIP=7.15, Synergy_Bliss=4.74, Synergy_Loewe=-4.56, Synergy_HSA=-5.32. (5) Drug 1: CC1C(C(CC(O1)OC2CC(CC3=C2C(=C4C(=C3O)C(=O)C5=C(C4=O)C(=CC=C5)OC)O)(C(=O)C)O)N)O.Cl. Drug 2: CC1=C(C=C(C=C1)NC(=O)C2=CC=C(C=C2)CN3CCN(CC3)C)NC4=NC=CC(=N4)C5=CN=CC=C5. Cell line: SR. Synergy scores: CSS=80.6, Synergy_ZIP=25.3, Synergy_Bliss=23.4, Synergy_Loewe=-25.4, Synergy_HSA=23.0. (6) Drug 1: C1=C(C(=O)NC(=O)N1)F. Drug 2: CC1=C(C=C(C=C1)NC(=O)C2=CC=C(C=C2)CN3CCN(CC3)C)NC4=NC=CC(=N4)C5=CN=CC=C5. Cell line: HCT116. Synergy scores: CSS=48.6, Synergy_ZIP=0.387, Synergy_Bliss=-1.11, Synergy_Loewe=-8.40, Synergy_HSA=-1.84. (7) Drug 1: CNC(=O)C1=CC=CC=C1SC2=CC3=C(C=C2)C(=NN3)C=CC4=CC=CC=N4. Drug 2: CNC(=O)C1=NC=CC(=C1)OC2=CC=C(C=C2)NC(=O)NC3=CC(=C(C=C3)Cl)C(F)(F)F. Cell line: HCT-15. Synergy scores: CSS=20.6, Synergy_ZIP=-7.93, Synergy_Bliss=-3.30, Synergy_Loewe=-5.52, Synergy_HSA=-4.65.